From a dataset of Reaction yield outcomes from USPTO patents with 853,638 reactions. Predict the reaction yield, written as a fraction of the theoretical maximum amount of product (1.0 means a 100% yield; for example, 0.34 means a 34% yield). The reactants are [Br:1][C:2]1[CH:7]=[CH:6][C:5]([S:8](Cl)(=[O:10])=[O:9])=[C:4]([F:12])[CH:3]=1.[CH:13]1([NH2:16])[CH2:15][CH2:14]1. The catalyst is ClCCl. The product is [Br:1][C:2]1[CH:7]=[CH:6][C:5]([S:8]([NH:16][CH:13]2[CH2:15][CH2:14]2)(=[O:10])=[O:9])=[C:4]([F:12])[CH:3]=1. The yield is 0.440.